Dataset: Catalyst prediction with 721,799 reactions and 888 catalyst types from USPTO. Task: Predict which catalyst facilitates the given reaction. (1) Reactant: [CH2:1]([C:3]1[NH:4][C:5]2[C:10]([C:11]=1[I:12])=[CH:9][CH:8]=[C:7]([N+:13]([O-:15])=[O:14])[CH:6]=2)[CH3:2].CN(C=O)C.[CH2:21](I)[CH3:22]. Product: [CH2:21]([N:4]1[C:5]2[C:10](=[CH:9][CH:8]=[C:7]([N+:13]([O-:15])=[O:14])[CH:6]=2)[C:11]([I:12])=[C:3]1[CH2:1][CH3:2])[CH3:22]. The catalyst class is: 13. (2) Reactant: [C:1]([OH:5])([CH3:4])([CH3:3])[CH3:2].[C:6](O)(=[O:10])[C:7]([CH3:9])=[O:8].N1C=CC=CC=1.COC(Cl)Cl. Product: [C:6]([O:5][C:1]([CH3:4])([CH3:3])[CH3:2])(=[O:10])[C:7]([CH3:9])=[O:8]. The catalyst class is: 2. (3) Reactant: [CH3:1][C:2]([CH3:39])([CH3:38])[C:3]([O:5][CH2:6][C:7]1[NH:16][C:15](=[O:17])[C:14]2[C:9](=[CH:10][C:11]3[CH2:20][CH2:19][CH:18]([N:21]([C:25]4[CH:37]=[CH:36][C:28]([C:29]([O:31]C(C)(C)C)=[O:30])=[CH:27][CH:26]=4)[CH2:22][C:23]#[CH:24])[C:12]=3[CH:13]=2)[N:8]=1)=[O:4]. Product: [CH3:1][C:2]([CH3:39])([CH3:38])[C:3]([O:5][CH2:6][C:7]1[NH:16][C:15](=[O:17])[C:14]2[C:9](=[CH:10][C:11]3[CH2:20][CH2:19][CH:18]([N:21]([C:25]4[CH:26]=[CH:27][C:28]([C:29]([OH:31])=[O:30])=[CH:36][CH:37]=4)[CH2:22][C:23]#[CH:24])[C:12]=3[CH:13]=2)[N:8]=1)=[O:4]. The catalyst class is: 55.